From a dataset of Peptide-MHC class I binding affinity with 185,985 pairs from IEDB/IMGT. Regression. Given a peptide amino acid sequence and an MHC pseudo amino acid sequence, predict their binding affinity value. This is MHC class I binding data. (1) The peptide sequence is RVYKNYDPR. The MHC is HLA-A02:06 with pseudo-sequence HLA-A02:06. The binding affinity (normalized) is 0.0847. (2) The peptide sequence is NPQGERRAF. The MHC is HLA-B40:01 with pseudo-sequence HLA-B40:01. The binding affinity (normalized) is 0.213. (3) The peptide sequence is GMMRWCMPV. The MHC is HLA-A26:01 with pseudo-sequence HLA-A26:01. The binding affinity (normalized) is 0.0847. (4) The peptide sequence is KSSLNISGY. The binding affinity (normalized) is 0.413. The MHC is HLA-B57:01 with pseudo-sequence HLA-B57:01. (5) The peptide sequence is ICYPVTTL. The MHC is H-2-Kb with pseudo-sequence H-2-Kb. The binding affinity (normalized) is 0.523. (6) The peptide sequence is TLNHVLALK. The MHC is HLA-A11:01 with pseudo-sequence HLA-A11:01. The binding affinity (normalized) is 0.977.